This data is from Forward reaction prediction with 1.9M reactions from USPTO patents (1976-2016). The task is: Predict the product of the given reaction. (1) Given the reactants [NH:1]1[C:5]([CH:6]=[O:7])=[CH:4][CH:3]=[C:2]1[CH:8]=[O:9].[O-:10][Mn](=O)(=O)=O.[K+].[OH2:16], predict the reaction product. The product is: [NH:1]1[C:5]([C:6]([OH:7])=[O:16])=[CH:4][CH:3]=[C:2]1[C:8]([OH:10])=[O:9]. (2) The product is: [C:1]([C:5]1[C:6]([O:20][CH2:21][CH2:22][CH2:23][CH2:24][CH2:25][CH2:26][CH3:27])=[C:7]([CH:15]([CH3:19])[CH2:16][C:17]#[N:18])[CH:8]=[C:9]([C:11]([CH3:12])([CH3:13])[CH3:14])[CH:10]=1)([CH3:4])([CH3:3])[CH3:2]. Given the reactants [C:1]([C:5]1[C:6]([O:20][CH2:21][CH2:22][CH2:23][CH2:24][CH2:25][CH2:26][CH3:27])=[C:7]([C:15]([CH3:19])=[CH:16][C:17]#[N:18])[CH:8]=[C:9]([C:11]([CH3:14])([CH3:13])[CH3:12])[CH:10]=1)([CH3:4])([CH3:3])[CH3:2], predict the reaction product. (3) Given the reactants [CH3:1][CH:2]1[CH2:11][N:10]2[CH:12]3[CH2:17][CH2:16][N:15]([C:18]([O:20][CH2:21][CH3:22])=[O:19])[CH2:14][CH:13]3[C:8]3[C:9]2=[C:4]([CH:5]=[CH:6][CH:7]=3)[N:3]1[C:23]([O:25][CH2:26][CH3:27])=[O:24].C1C(=O)N([Br:35])C(=O)C1, predict the reaction product. The product is: [Br:35][C:6]1[CH:7]=[C:8]2[CH:13]3[CH2:14][N:15]([C:18]([O:20][CH2:21][CH3:22])=[O:19])[CH2:16][CH2:17][CH:12]3[N:10]3[CH2:11][CH:2]([CH3:1])[N:3]([C:23]([O:25][CH2:26][CH3:27])=[O:24])[C:4]([CH:5]=1)=[C:9]23.